Predict the product of the given reaction. From a dataset of Forward reaction prediction with 1.9M reactions from USPTO patents (1976-2016). Given the reactants [OH-].[Li+].[C:3]1([CH3:30])[CH:8]=[C:7]([CH3:9])[CH:6]=[C:5]([CH3:10])[C:4]=1[S:11]([N:14]1[C:23]2[C:18](=[CH:19][CH:20]=[CH:21][CH:22]=2)[NH:17][C:16](=[O:24])[CH:15]1[CH2:25][C:26]([O:28]C)=[O:27])(=[O:13])=[O:12], predict the reaction product. The product is: [C:3]1([CH3:30])[CH:8]=[C:7]([CH3:9])[CH:6]=[C:5]([CH3:10])[C:4]=1[S:11]([N:14]1[C:23]2[C:18](=[CH:19][CH:20]=[CH:21][CH:22]=2)[NH:17][C:16](=[O:24])[CH:15]1[CH2:25][C:26]([OH:28])=[O:27])(=[O:12])=[O:13].